Predict the reactants needed to synthesize the given product. From a dataset of Full USPTO retrosynthesis dataset with 1.9M reactions from patents (1976-2016). (1) Given the product [CH3:40][O:39][C:35]1[C:34]([CH3:41])=[C:33]2[C:38]([C:29]([O:28][CH:23]3[CH2:22][CH:21]4[N:25]([C:26](=[O:27])[NH:8][CH2:9][CH2:10][CH2:11][CH2:12][CH2:13][CH:14]=[CH:15][CH:16]5[C:18]([C:49]([NH:51][S:52]([CH:55]6[CH2:57][CH2:56]6)(=[O:54])=[O:53])=[O:50])([NH:19][C:20]4=[O:48])[CH2:17]5)[CH2:24]3)=[N:30][C:31]([C:42]3[CH:43]=[CH:44][CH:45]=[CH:46][CH:47]=3)=[N:32]2)=[CH:37][CH:36]=1, predict the reactants needed to synthesize it. The reactants are: COC1C=CC(C[N:8]2[C:26](=[O:27])[N:25]3[CH:21]([CH2:22][CH:23]([O:28][C:29]4[C:38]5[C:33](=[C:34]([CH3:41])[C:35]([O:39][CH3:40])=[CH:36][CH:37]=5)[N:32]=[C:31]([C:42]5[CH:47]=[CH:46][CH:45]=[CH:44][CH:43]=5)[N:30]=4)[CH2:24]3)[C:20](=[O:48])[NH:19][C:18]3([C:49]([NH:51][S:52]([CH:55]4[CH2:57][CH2:56]4)(=[O:54])=[O:53])=[O:50])[CH:16]([CH2:17]3)[CH:15]=[CH:14][CH2:13][CH2:12][CH2:11][CH2:10][CH2:9]2)=CC=1. (2) Given the product [CH2:14]1[C@H:23]2[C@H:18]([CH2:19][CH2:20][C:21]3[CH:27]=[CH:26][CH:25]=[CH:24][C:22]=32)[N:17]([C:11]([C:7]2[CH:8]=[C:9]3[C:4](=[CH:5][CH:6]=2)[NH:3][C:2](=[O:1])[CH2:10]3)=[O:13])[CH2:16][CH2:15]1, predict the reactants needed to synthesize it. The reactants are: [O:1]=[C:2]1[CH2:10][C:9]2[C:4](=[CH:5][CH:6]=[C:7]([C:11]([OH:13])=O)[CH:8]=2)[NH:3]1.[CH2:14]1[C@H:23]2[C@H:18]([CH2:19][CH2:20][C:21]3[CH:27]=[CH:26][CH:25]=[CH:24][C:22]=32)[NH:17][CH2:16][CH2:15]1.F[P-](F)(F)(F)(F)F.N1(OC(N(C)C)=[N+](C)C)C2N=CC=CC=2N=N1. (3) The reactants are: [OH-:1].[Na+].[CH2:3]([O:10][CH:11]1[CH2:14][CH:13]([C:15]2[C:20](Cl)=[N:19][N:18]3[C:22]([C:25]4[CH:30]=[CH:29][CH:28]=[CH:27][C:26]=4[F:31])=[N:23][N:24]=[C:17]3[CH:16]=2)[CH2:12]1)[C:4]1[CH:9]=[CH:8][CH:7]=[CH:6][CH:5]=1. Given the product [CH2:3]([O:10][CH:11]1[CH2:14][CH:13]([C:15]2[C:20](=[O:1])[NH:19][N:18]3[C:22]([C:25]4[CH:30]=[CH:29][CH:28]=[CH:27][C:26]=4[F:31])=[N:23][N:24]=[C:17]3[CH:16]=2)[CH2:12]1)[C:4]1[CH:9]=[CH:8][CH:7]=[CH:6][CH:5]=1, predict the reactants needed to synthesize it. (4) Given the product [CH3:20][O:21][C:22]1[CH:23]=[C:24]([NH:25][CH:26]([C:27]2[CH:32]=[N:31][C:30]([O:33][CH3:34])=[CH:29][N:28]=2)[C:18]([C:11]2[C:12]3[C:17](=[CH:16][CH:15]=[CH:14][CH:13]=3)[N:9]([CH3:8])[N:10]=2)=[O:19])[CH:35]=[CH:36][CH:37]=1, predict the reactants needed to synthesize it. The reactants are: C(N(CC)CC)C.[CH3:8][N:9]1[C:17]2[C:12](=[CH:13][CH:14]=[CH:15][CH:16]=2)[C:11]([CH:18]=[O:19])=[N:10]1.[CH3:20][O:21][C:22]1[CH:23]=[C:24]([CH:35]=[CH:36][CH:37]=1)[N:25]=[CH:26][C:27]1[CH:32]=[N:31][C:30]([O:33][CH3:34])=[CH:29][N:28]=1. (5) Given the product [N+:1]([C:4]1[CH:9]=[CH:8][C:7]([S:10][C:19]2[CH:24]=[CH:23][CH:22]=[CH:21][CH:20]=2)=[CH:6][CH:5]=1)([O-:3])=[O:2], predict the reactants needed to synthesize it. The reactants are: [N+:1]([C:4]1[CH:9]=[CH:8][C:7]([SH:10])=[CH:6][CH:5]=1)([O-:3])=[O:2].C1C(=O)N(Cl)C(=O)C1.[C:19]1([Zn]Br)[CH:24]=[CH:23][CH:22]=[CH:21][CH:20]=1. (6) Given the product [I:11][C:10]1[C:3]2[C:2]([CH3:1])=[N:7][CH:6]=[N:5][C:4]=2[NH:8][CH:9]=1, predict the reactants needed to synthesize it. The reactants are: [CH3:1][C:2]1[C:3]2[CH:10]=[CH:9][NH:8][C:4]=2[N:5]=[CH:6][N:7]=1.[I:11]N1C(=O)CCC1=O.